Dataset: Full USPTO retrosynthesis dataset with 1.9M reactions from patents (1976-2016). Task: Predict the reactants needed to synthesize the given product. (1) Given the product [OH:6][CH:5]1[C:4]([OH:3])=[C:9]([N:10]2[CH:14]=[C:13]([C:15]([NH2:17])=[O:16])[N:12]=[N:11]2)[CH:8]=[C:7]1[CH2:18][OH:19], predict the reactants needed to synthesize it. The reactants are: CC1(C)[O:6][CH:5]2[C:7]([CH2:18][O:19]C(C3C=CC=CC=3)(C3C=CC=CC=3)C3C=CC=CC=3)=[CH:8][CH:9]([N:10]3[CH:14]=[C:13]([C:15]([NH2:17])=[O:16])[N:12]=[N:11]3)[CH:4]2[O:3]1.OC1C(O)=C(N2C=NC(C(N)=O)=N2)C=C1CO.C(Cl)Cl. (2) Given the product [CH3:1][N:2]1[CH2:7][CH2:6][N:5]([CH2:14][CH:15]([C:16]2[CH:21]=[CH:20][CH:19]=[CH:18][CH:17]=2)[OH:22])[CH2:4][CH2:3]1, predict the reactants needed to synthesize it. The reactants are: [CH3:1][N:2]1[CH2:7][CH2:6][NH:5][CH2:4][CH2:3]1.C([O-])([O-])=O.[K+].[K+].[CH2:14]1[O:22][CH:15]1[C:16]1[CH:21]=[CH:20][CH:19]=[CH:18][CH:17]=1. (3) Given the product [C:31]([O:30][C:28]([N:25]1[CH2:26][CH2:27][CH:22]([O:21][C:19]2[CH:18]=[CH:17][CH:16]=[C:15]([N:10]3[C:11]4[C:7](=[CH:6][C:5]([S:2]([CH3:1])(=[O:4])=[O:3])=[CH:13][CH:12]=4)[CH:8]=[CH:9]3)[N:20]=2)[CH2:23][CH2:24]1)=[O:29])([CH3:34])([CH3:32])[CH3:33], predict the reactants needed to synthesize it. The reactants are: [CH3:1][S:2]([C:5]1[CH:6]=[C:7]2[C:11](=[CH:12][CH:13]=1)[NH:10][CH:9]=[CH:8]2)(=[O:4])=[O:3].Cl[C:15]1[N:20]=[C:19]([O:21][CH:22]2[CH2:27][CH2:26][N:25]([C:28]([O:30][C:31]([CH3:34])([CH3:33])[CH3:32])=[O:29])[CH2:24][CH2:23]2)[CH:18]=[CH:17][CH:16]=1. (4) Given the product [Cl:1][C:2]1[CH:9]=[CH:8][C:5]([CH2:6][NH:7][S:28]([CH:25]2[CH2:27][CH2:26]2)(=[O:30])=[O:29])=[CH:4][C:3]=1[NH:10][C:11]1[NH:15][C:14]2[CH:16]=[CH:17][C:18]([N:20]3[CH2:21][CH2:22][CH2:23][CH2:24]3)=[CH:19][C:13]=2[N:12]=1, predict the reactants needed to synthesize it. The reactants are: [Cl:1][C:2]1[CH:9]=[CH:8][C:5]([CH2:6][NH2:7])=[CH:4][C:3]=1[NH:10][C:11]1[NH:15][C:14]2[CH:16]=[CH:17][C:18]([N:20]3[CH2:24][CH2:23][CH2:22][CH2:21]3)=[CH:19][C:13]=2[N:12]=1.[CH:25]1([S:28](Cl)(=[O:30])=[O:29])[CH2:27][CH2:26]1. (5) The reactants are: [CH3:1][O:2][C:3]1[CH:10]=[CH:9][CH:8]=[CH:7][C:4]=1[CH:5]=O.[NH2:11][C:12]1[CH:16]=[CH:15][NH:14][N:13]=1.[CH3:17][O:18][CH2:19][C:20](=O)[CH2:21][C:22]([O:24][CH3:25])=[O:23]. Given the product [CH3:17][O:18][CH2:19][C:20]1[NH:11][C:12]2=[N:13][NH:14][CH:15]=[C:16]2[CH:5]([C:4]2[CH:7]=[CH:8][CH:9]=[CH:10][C:3]=2[O:2][CH3:1])[C:21]=1[C:22]([O:24][CH3:25])=[O:23], predict the reactants needed to synthesize it.